From a dataset of Reaction yield outcomes from USPTO patents with 853,638 reactions. Predict the reaction yield, written as a fraction of the theoretical maximum amount of product (1.0 means a 100% yield; for example, 0.34 means a 34% yield). (1) The reactants are [NH2:1][CH2:2][C:3]1[CH:8]=[CH:7][C:6]([NH:9][C:10](=[O:18])[C:11]2[CH:16]=[CH:15][C:14]([F:17])=[CH:13][CH:12]=2)=[CH:5][CH:4]=1.CCN(CC)CC.[Cl:26][C:27]1[N:36]=[C:35](Cl)[C:34]2[C:29](=[CH:30][CH:31]=[CH:32][CH:33]=2)[N:28]=1. The catalyst is C(Cl)Cl. The product is [Cl:26][C:27]1[N:36]=[C:35]([NH:1][CH2:2][C:3]2[CH:4]=[CH:5][C:6]([NH:9][C:10](=[O:18])[C:11]3[CH:16]=[CH:15][C:14]([F:17])=[CH:13][CH:12]=3)=[CH:7][CH:8]=2)[C:34]2[C:29](=[CH:30][CH:31]=[CH:32][CH:33]=2)[N:28]=1. The yield is 0.860. (2) The reactants are Br[C:2]1[C:3]2[N:4]([CH:8]=[C:9]([C:11]3[CH:16]=[CH:15][C:14]([CH2:17][C@H:18]([NH:22][C:23](=[O:36])[C:24]4[CH:29]=[CH:28][C:27]([O:30][CH:31]([CH3:33])[CH3:32])=[C:26]([C:34]#[N:35])[CH:25]=4)[CH2:19][CH2:20][OH:21])=[CH:13][CH:12]=3)[N:10]=2)[CH:5]=[CH:6][CH:7]=1.[CH3:37][C:38]1[C:42](B(O)O)=[C:41]([CH3:46])[O:40][N:39]=1.C([O-])([O-])=O.[K+].[K+]. The catalyst is CN(C=O)C. The product is [C:34]([C:26]1[CH:25]=[C:24]([CH:29]=[CH:28][C:27]=1[O:30][CH:31]([CH3:32])[CH3:33])[C:23]([NH:22][C@@H:18]([CH2:17][C:14]1[CH:15]=[CH:16][C:11]([C:9]2[N:10]=[C:3]3[C:2]([C:42]4[C:38]([CH3:37])=[N:39][O:40][C:41]=4[CH3:46])=[CH:7][CH:6]=[CH:5][N:4]3[CH:8]=2)=[CH:12][CH:13]=1)[CH2:19][CH2:20][OH:21])=[O:36])#[N:35]. The yield is 0.220. (3) The product is [F:26][C:23]1[CH:24]=[CH:25][C:20]([C:18]2[O:19][C:9]3[CH:8]=[C:7]([NH:6][S:2]([CH3:1])(=[O:4])=[O:3])[C:15]4[O:14][CH:13]([CH3:16])[CH2:12][C:11]=4[C:10]=3[C:17]=2[C:27]([O:29][CH3:30])=[O:28])=[CH:21][CH:22]=1. The catalyst is C(Cl)Cl. The reactants are [CH3:1][S:2](Cl)(=[O:4])=[O:3].[NH2:6][C:7]1[C:15]2[O:14][CH:13]([CH3:16])[CH2:12][C:11]=2[C:10]2[C:17]([C:27]([O:29][CH3:30])=[O:28])=[C:18]([C:20]3[CH:25]=[CH:24][C:23]([F:26])=[CH:22][CH:21]=3)[O:19][C:9]=2[CH:8]=1.CCN(C(C)C)C(C)C. The yield is 0.600. (4) The catalyst is C1COCC1.CO. The reactants are [N:1]1[CH:6]=[CH:5][CH:4]=[C:3]([O:7][C@H:8]2[CH2:13][CH2:12][C@H:11]([C:14]([OH:16])=O)[CH2:10][CH2:9]2)[N:2]=1.C(N(CC)CC)C.ClC(OCC)=O.O.[NH2:31][NH2:32]. The yield is 0.700. The product is [N:1]1[CH:6]=[CH:5][CH:4]=[C:3]([O:7][C@H:8]2[CH2:13][CH2:12][C@H:11]([C:14]([NH:31][NH2:32])=[O:16])[CH2:10][CH2:9]2)[N:2]=1. (5) The reactants are [CH:1]([NH:4][C:5]([C:7]1[C:15]2[C:10](=[N:11][CH:12]=[C:13]([O:16][C:17]3[CH:22]=[CH:21][CH:20]=[C:19]([C:23]#[N:24])[CH:18]=3)[N:14]=2)[N:9](COCC[Si](C)(C)C)[CH:8]=1)=[O:6])([CH3:3])[CH3:2]. The catalyst is Cl.CC(O)=O. The product is [CH:1]([NH:4][C:5]([C:7]1[C:15]2[C:10](=[N:11][CH:12]=[C:13]([O:16][C:17]3[CH:22]=[CH:21][CH:20]=[C:19]([C:23]#[N:24])[CH:18]=3)[N:14]=2)[NH:9][CH:8]=1)=[O:6])([CH3:3])[CH3:2]. The yield is 0.440. (6) The product is [CH2:4]([O:3][C:1](=[O:2])/[C:24](/[CH2:25][O:21][CH2:19][CH3:20])=[CH:23]\[O:9][CH3:10])[CH3:5]. The yield is 0.370. The reactants are [CH:1]([O:3][CH2:4][CH3:5])=[O:2].S(OC)([O:9][CH3:10])(=O)=O.[Cl-].C([NH+]([CH2:19][CH3:20])CC)C.[OH-:21].[Na+].[CH3:23][CH2:24][CH2:25]CCC. No catalyst specified. (7) The reactants are [I:1][C:2]1[C:10]2[C:5](=[N:6][CH:7]=[N:8][C:9]=2[NH2:11])[NH:4][N:3]=1.O[CH2:13][C@H:14]1[CH2:18][CH2:17][CH2:16][N:15]1[C:19]([O:21][C:22]([CH3:25])([CH3:24])[CH3:23])=[O:20].C1C=CC(P(C2C=CC=CC=2)C2C=CC=CC=2)=CC=1.CC(OC(/N=N/C(OC(C)C)=O)=O)C. The catalyst is O.CN(C)C=O. The product is [NH2:11][C:9]1[N:8]=[CH:7][N:6]=[C:5]2[N:4]([CH2:13][C@H:14]3[CH2:18][CH2:17][CH2:16][N:15]3[C:19]([O:21][C:22]([CH3:23])([CH3:25])[CH3:24])=[O:20])[N:3]=[C:2]([I:1])[C:10]=12. The yield is 0.0600. (8) The reactants are [CH3:1][O:2][C:3]1[CH:8]=[CH:7][N:6]2[CH:9]=[CH:10][N:11]=[C:5]2[CH:4]=1.C([O-])(=O)C.[Na+].[Br:17]Br.C(=O)([O-])O.[Na+]. The catalyst is [Br-].[K+].CO. The product is [Br:17][C:9]1[N:6]2[CH:7]=[CH:8][C:3]([O:2][CH3:1])=[CH:4][C:5]2=[N:11][CH:10]=1. The yield is 0.260.